This data is from Forward reaction prediction with 1.9M reactions from USPTO patents (1976-2016). The task is: Predict the product of the given reaction. (1) Given the reactants O[CH2:2][C:3]1[CH:12]=[N:11][C:10]2[N:9]3[CH2:13][CH2:14][S:15][CH2:16][C@H:8]3[C:7](=[O:17])[NH:6][C:5]=2[CH:4]=1.[I-].C(C[P+](C)(C)C)#N.C(N(C(C)C)C(C)C)C.[N:35]1([C:41]2[CH:48]=[CH:47][C:44]([C:45]#[N:46])=[CH:43][N:42]=2)[CH2:40][CH2:39][NH:38][CH2:37][CH2:36]1, predict the reaction product. The product is: [O:17]=[C:7]1[NH:6][C:5]2[CH:4]=[C:3]([CH2:2][N:38]3[CH2:39][CH2:40][N:35]([C:41]4[CH:48]=[CH:47][C:44]([C:45]#[N:46])=[CH:43][N:42]=4)[CH2:36][CH2:37]3)[CH:12]=[N:11][C:10]=2[N:9]2[CH2:13][CH2:14][S:15][CH2:16][C@@H:8]12. (2) Given the reactants [CH3:1][O:2][C:3](=[O:34])[C:4]1[CH:9]=[CH:8][C:7]([CH2:10][N:11]2[CH:15]=[C:14]([C:16]3[CH:21]=[CH:20][C:19]([Cl:22])=[CH:18][C:17]=3[Cl:23])[N:13]=[C:12]2[CH2:24][CH2:25][CH2:26][C:27]2[CH:32]=[CH:31][C:30](I)=[CH:29][CH:28]=2)=[CH:6][CH:5]=1.[F:35][C:36]([F:47])([F:46])[C:37]1[CH:38]=[C:39](B(O)O)[CH:40]=[CH:41][CH:42]=1, predict the reaction product. The product is: [CH3:1][O:2][C:3](=[O:34])[C:4]1[CH:9]=[CH:8][C:7]([CH2:10][N:11]2[CH:15]=[C:14]([C:16]3[CH:21]=[CH:20][C:19]([Cl:22])=[CH:18][C:17]=3[Cl:23])[N:13]=[C:12]2[CH2:24][CH2:25][CH2:26][C:27]2[CH:32]=[CH:31][C:30]([C:41]3[CH:40]=[CH:39][CH:38]=[C:37]([C:36]([F:47])([F:46])[F:35])[CH:42]=3)=[CH:29][CH:28]=2)=[CH:6][CH:5]=1. (3) Given the reactants [CH:1]1([N:7]2[CH2:13][C:12]([F:16])([CH:14]=[CH2:15])[C:11](=[O:17])[N:10]([CH3:18])[C:9]3[CH:19]=[N:20][C:21]([NH:23][C:24]4[CH:32]=[CH:31][C:27]([C:28](O)=[O:29])=[CH:26][C:25]=4[O:33][CH3:34])=[N:22][C:8]2=3)C[CH2:5][CH2:4][CH2:3][CH2:2]1.CN(C(ON1N=[N:50][C:45]2[CH:46]=C[CH:48]=[N:49][C:44]1=2)=[N+](C)C)C.F[P-](F)(F)(F)(F)F.Cl.Cl.CN1CC(N)C1, predict the reaction product. The product is: [CH:1]1([N:7]2[CH2:13][C:12]([F:16])([CH:14]=[CH2:15])[C:11](=[O:17])[N:10]([CH3:18])[C:9]3[CH:19]=[N:20][C:21]([NH:23][C:24]4[CH:32]=[CH:31][C:27]([C:28]([NH:50][CH:45]5[CH2:44][N:49]([CH3:48])[CH2:46]5)=[O:29])=[CH:26][C:25]=4[O:33][CH3:34])=[N:22][C:8]2=3)[CH2:5][CH2:4][CH2:3][CH2:2]1. (4) Given the reactants [CH3:1][NH:2][CH:3]1[CH2:8][CH2:7][CH2:6][CH:5]([C:9]2[C:17]3[C:12](=[CH:13][CH:14]=[C:15]([N+:18]([O-:20])=[O:19])[CH:16]=3)[NH:11][CH:10]=2)[CH2:4]1.[CH3:21][C:22]([O:25][C:26](O[C:26]([O:25][C:22]([CH3:24])([CH3:23])[CH3:21])=[O:27])=[O:27])([CH3:24])[CH3:23].C(N(CC)CC)C, predict the reaction product. The product is: [CH3:1][N:2]([CH:3]1[CH2:8][CH2:7][CH2:6][CH:5]([C:9]2[C:17]3[C:12](=[CH:13][CH:14]=[C:15]([N+:18]([O-:20])=[O:19])[CH:16]=3)[NH:11][CH:10]=2)[CH2:4]1)[C:26](=[O:27])[O:25][C:22]([CH3:24])([CH3:23])[CH3:21]. (5) Given the reactants N[C@@H:2](C(O)=O)[CH2:3][C:4]1[C:12]2[C:7](=[CH:8][CH:9]=[CH:10][CH:11]=2)[NH:6][CH:5]=1.[C:16](#[N:18])[CH3:17].[C:19](O)([C:21]([F:24])(F)F)=O.[N:26]([CH2:29][CH2:30][CH2:31][C:32]([O:34]C(C)(C)C)=[O:33])=[C:27]=[O:28].[CH2:39]1[CH2:43]O[CH2:41][CH2:40]1.[CH3:44][OH:45], predict the reaction product. The product is: [F:24][C:21]1[CH:19]=[CH:12][C:4]([CH2:5][N:6]2[C:7]3[CH:8]=[CH:9][CH:10]=[CH:11][C:43]=3[C:39]3[CH2:40][C@@H:41]4[C:27](=[O:28])[N:26]([CH2:29][CH2:30][CH2:31][C:32]([OH:34])=[O:33])[C:44](=[O:45])[N:18]4[CH2:16][C:17]2=3)=[CH:3][CH:2]=1. (6) Given the reactants Br[C:2]1[CH:23]=[CH:22][C:5]([C:6]([NH:8][S:9]([C:12]2[CH:17]=[CH:16][CH:15]=[CH:14][C:13]=2[S:18](=[O:21])(=[O:20])[NH2:19])(=[O:11])=[O:10])=[O:7])=[CH:4][C:3]=1[O:24][CH2:25][CH2:26][C:27]([F:30])([F:29])[F:28].[CH3:31][C:32]([CH3:36])([CH3:35])[C:33]#[CH:34], predict the reaction product. The product is: [CH3:31][C:32]([CH3:36])([CH3:35])[C:33]#[C:34][C:2]1[CH:23]=[CH:22][C:5]([C:6]([NH:8][S:9]([C:12]2[CH:17]=[CH:16][CH:15]=[CH:14][C:13]=2[S:18](=[O:21])(=[O:20])[NH2:19])(=[O:11])=[O:10])=[O:7])=[CH:4][C:3]=1[O:24][CH2:25][CH2:26][C:27]([F:30])([F:29])[F:28]. (7) Given the reactants C(OC(N1CCCC(NC2N=C(C)C=C(C)N=2)C1C)=O)(C)(C)C.C(OC([N:31]1[CH2:36][CH2:35][CH2:34][C@@H:33]([NH:37][C:38]2[CH:43]=[CH:42][C:41]([Cl:44])=[CH:40][N:39]=2)[C@@H:32]1[CH3:45])=O)(C)(C)C, predict the reaction product. The product is: [Cl:44][C:41]1[CH:42]=[CH:43][C:38]([NH:37][C@@H:33]2[CH2:34][CH2:35][CH2:36][NH:31][C@H:32]2[CH3:45])=[N:39][CH:40]=1. (8) Given the reactants [F:1][C:2]1[C:10]2[C:9]([CH3:12])([CH3:11])[O:8][B:7]([OH:13])[C:6]=2[CH:5]=[CH:4][C:3]=1[C:14](Cl)=[N:15][OH:16].[Cl:18][C:19]1[CH:24]=[C:23]([C:25]([C:27]([F:30])([F:29])[F:28])=[CH2:26])[CH:22]=[C:21]([Cl:31])[C:20]=1[Cl:32], predict the reaction product. The product is: [F:1][C:2]1[C:10]2[C:9]([CH3:12])([CH3:11])[O:8][B:7]([OH:13])[C:6]=2[CH:5]=[CH:4][C:3]=1[C:14]1[CH2:26][C:25]([C:23]2[CH:22]=[C:21]([Cl:31])[C:20]([Cl:32])=[C:19]([Cl:18])[CH:24]=2)([C:27]([F:30])([F:29])[F:28])[O:16][N:15]=1. (9) Given the reactants CCN(C1C=C[C:9]2[CH:12]=[C:13](/[CH:17]=[N:18]\[NH:19][C:20]3[N:25]=CC=CC=3)C([O:16][C:8]=2C=1)=O)CC.[CH3:26][O:27][C:28]1[CH:33]=[CH:32][C:31]([C:34]2[O:38][C:37]([C:39]([OH:41])=O)=[CH:36][CH:35]=2)=[CH:30][CH:29]=1.FC1C=CC=CC=1C1[O:53]C(C(Cl)=O)=CC=1, predict the reaction product. The product is: [O:16]1[CH:8]=[CH:9][CH:12]=[C:13]1[C:17]1[O:53][C:20]([NH:25][C:39]([C:37]2[O:38][C:34]([C:31]3[CH:30]=[CH:29][C:28]([O:27][CH3:26])=[CH:33][CH:32]=3)=[CH:35][CH:36]=2)=[O:41])=[N:19][N:18]=1.